Dataset: Full USPTO retrosynthesis dataset with 1.9M reactions from patents (1976-2016). Task: Predict the reactants needed to synthesize the given product. Given the product [F:11][C:2]([F:1])([F:10])[C:3]1[CH:4]=[C:5]([S:9][C:13]2[CH:18]=[CH:17][N:16]=[C:15]([C:19]#[N:20])[CH:14]=2)[CH:6]=[CH:7][CH:8]=1, predict the reactants needed to synthesize it. The reactants are: [F:1][C:2]([F:11])([F:10])[C:3]1[CH:4]=[C:5]([SH:9])[CH:6]=[CH:7][CH:8]=1.Cl[C:13]1[CH:18]=[CH:17][N:16]=[C:15]([C:19]#[N:20])[CH:14]=1.C([O-])([O-])=O.[K+].[K+].